Regression. Given a peptide amino acid sequence and an MHC pseudo amino acid sequence, predict their binding affinity value. This is MHC class II binding data. From a dataset of Peptide-MHC class II binding affinity with 134,281 pairs from IEDB. The peptide sequence is ATTEEQKLIEDINAS. The MHC is DRB1_0901 with pseudo-sequence DRB1_0901. The binding affinity (normalized) is 0.411.